From a dataset of Catalyst prediction with 721,799 reactions and 888 catalyst types from USPTO. Predict which catalyst facilitates the given reaction. Reactant: [CH3:1][C:2]1[C:6]([C:7]2[C:16]3[O:15][CH2:14][CH:13]([C:17]4[C:18]([C:23]([OH:25])=[O:24])=[N:19][CH:20]=[CH:21][CH:22]=4)[N:12]4[C:26](=[O:28])[NH:27][C:10]([C:11]=34)=[CH:9][CH:8]=2)=[C:5]([CH3:29])[O:4][N:3]=1.[CH3:30]O. Product: [CH3:1][C:2]1[C:6]([C:7]2[C:16]3[O:15][CH2:14][CH:13]([C:17]4[C:18]([C:23]([O:25][CH3:30])=[O:24])=[N:19][CH:20]=[CH:21][CH:22]=4)[N:12]4[C:26](=[O:28])[NH:27][C:10]([C:11]=34)=[CH:9][CH:8]=2)=[C:5]([CH3:29])[O:4][N:3]=1. The catalyst class is: 65.